This data is from Peptide-MHC class I binding affinity with 185,985 pairs from IEDB/IMGT. The task is: Regression. Given a peptide amino acid sequence and an MHC pseudo amino acid sequence, predict their binding affinity value. This is MHC class I binding data. (1) The peptide sequence is GPSPSHKSV. The MHC is HLA-A26:01 with pseudo-sequence HLA-A26:01. The binding affinity (normalized) is 0.0847. (2) The peptide sequence is RTMPLSRFT. The MHC is HLA-B27:05 with pseudo-sequence HLA-B27:05. The binding affinity (normalized) is 0.0847.